Dataset: Forward reaction prediction with 1.9M reactions from USPTO patents (1976-2016). Task: Predict the product of the given reaction. (1) Given the reactants [Cl:1][C:2]1[CH:7]=[CH:6][C:5]([C:8]2([C:13]3[S:14][CH:15]=[C:16]([C:18](OCC)=[O:19])[N:17]=3)[CH2:12][CH2:11][O:10][CH2:9]2)=[CH:4][CH:3]=1.[Li+].[BH4-].CO, predict the reaction product. The product is: [Cl:1][C:2]1[CH:7]=[CH:6][C:5]([C:8]2([C:13]3[S:14][CH:15]=[C:16]([CH2:18][OH:19])[N:17]=3)[CH2:12][CH2:11][O:10][CH2:9]2)=[CH:4][CH:3]=1. (2) Given the reactants [CH3:1][O:2][C:3]([C:5]1[N:15]([CH2:16][C:17]2[CH:22]=[CH:21][C:20]([F:23])=[CH:19][CH:18]=2)[C:8]2=[N:9][CH:10]=[C:11](SC)[N:12]=[C:7]2[CH:6]=1)=[O:4].O[O:25][S:26]([O-:28])=O.[K+].O1CCC[CH2:31]1, predict the reaction product. The product is: [CH3:1][O:2][C:3]([C:5]1[N:15]([CH2:16][C:17]2[CH:18]=[CH:19][C:20]([F:23])=[CH:21][CH:22]=2)[C:8]2=[N:9][CH:10]=[C:11]([S:26]([CH3:31])(=[O:28])=[O:25])[N:12]=[C:7]2[CH:6]=1)=[O:4]. (3) Given the reactants [Cl:1]CCl.[OH:4][C:5]1([C:18]([F:21])([F:20])[F:19])[CH2:10][CH2:9][CH2:8][N:7](C(OC(C)(C)C)=O)[CH2:6]1.Cl, predict the reaction product. The product is: [Cl-:1].[OH:4][C:5]1([C:18]([F:21])([F:19])[F:20])[CH2:10][CH2:9][CH2:8][NH2+:7][CH2:6]1. (4) The product is: [CH:1]1(/[CH:6]=[C:7](\[C:13]2[CH:26]=[CH:25][C:24]3[S:23](=[O:28])(=[O:27])[C:22]4[C:17](=[CH:18][CH:19]=[CH:20][CH:21]=4)[N:16]([CH3:29])[C:15]=3[CH:14]=2)/[C:8]([OH:10])=[O:9])[CH2:5][CH2:4][CH2:3][CH2:2]1. Given the reactants [CH:1]1(/[CH:6]=[C:7](\[C:13]2[CH:26]=[CH:25][C:24]3[S:23](=[O:28])(=[O:27])[C:22]4[C:17](=[CH:18][CH:19]=[CH:20][CH:21]=4)[N:16]([CH3:29])[C:15]=3[CH:14]=2)/[C:8]([O:10]CC)=[O:9])[CH2:5][CH2:4][CH2:3][CH2:2]1.[OH-].[Na+], predict the reaction product. (5) Given the reactants [CH3:1][C:2]1([CH3:10])[O:7][C:6](=[O:8])[CH2:5][C:4](=[O:9])[O:3]1.[NH:11]1[C:19]2[C:14](=[CH:15][CH:16]=[C:17]([C:20](O)=[O:21])[CH:18]=2)[CH:13]=[CH:12]1.CCN=C=NCCCN(C)C.Cl.Cl, predict the reaction product. The product is: [NH:11]1[C:19]2[C:14](=[CH:15][CH:16]=[C:17]([C:20]([CH:5]3[C:6](=[O:8])[O:7][C:2]([CH3:10])([CH3:1])[O:3][C:4]3=[O:9])=[O:21])[CH:18]=2)[CH:13]=[CH:12]1. (6) Given the reactants [C:1]([O:5][C:6]([N:8]1[CH2:13][CH2:12][C:11](=[C:14]([C:20]2[CH:25]=[CH:24][CH:23]=[CH:22][CH:21]=2)[C:15]#[C:16][CH:17]([OH:19])[CH3:18])[CH2:10][CH2:9]1)=[O:7])([CH3:4])([CH3:3])[CH3:2], predict the reaction product. The product is: [C:1]([O:5][C:6]([N:8]1[CH2:9][CH2:10][C:11](=[C:14]([C:20]2[CH:21]=[CH:22][CH:23]=[CH:24][CH:25]=2)[C:15]#[C:16][C:17](=[O:19])[CH3:18])[CH2:12][CH2:13]1)=[O:7])([CH3:2])([CH3:3])[CH3:4].